From a dataset of Full USPTO retrosynthesis dataset with 1.9M reactions from patents (1976-2016). Predict the reactants needed to synthesize the given product. (1) Given the product [F:14][C:2]([F:1])([CH3:13])[CH2:3][CH2:4][CH2:5][CH2:6][N:7]1[CH:11]=[C:10]([NH:12][C:29]([C:24]2[N:25]=[C:26]([CH3:28])[O:27][C:23]=2[C:19]2[CH:20]=[CH:21][CH:22]=[C:17]([O:16][CH3:15])[CH:18]=2)=[O:30])[CH:9]=[N:8]1, predict the reactants needed to synthesize it. The reactants are: [F:1][C:2]([F:14])([CH3:13])[CH2:3][CH2:4][CH2:5][CH2:6][N:7]1[CH:11]=[C:10]([NH2:12])[CH:9]=[N:8]1.[CH3:15][O:16][C:17]1[CH:18]=[C:19]([C:23]2[O:27][C:26]([CH3:28])=[N:25][C:24]=2[C:29](O)=[O:30])[CH:20]=[CH:21][CH:22]=1. (2) Given the product [CH3:22][O:21][C:9]1[CH:8]=[C:7]([N:6]2[C:4](=[O:5])[C:3]3[CH:23]=[C:24]([O:27][C:28]4[CH:33]=[CH:32][CH:31]=[CH:30][CH:29]=4)[CH:25]=[CH:26][C:2]=3[N:1]=[N:34]2)[CH:12]=[CH:11][C:10]=1[O:13][CH2:14][CH2:15][N:16]1[CH2:17][CH2:18][CH2:19][CH2:20]1, predict the reactants needed to synthesize it. The reactants are: [NH2:1][C:2]1[CH:26]=[CH:25][C:24]([O:27][C:28]2[CH:33]=[CH:32][CH:31]=[CH:30][CH:29]=2)=[CH:23][C:3]=1[C:4]([NH:6][C:7]1[CH:12]=[CH:11][C:10]([O:13][CH2:14][CH2:15][N:16]2[CH2:20][CH2:19][CH2:18][CH2:17]2)=[C:9]([O:21][CH3:22])[CH:8]=1)=[O:5].[N:34](OCCCC)=O.C1CCN2C(=NCCC2)CC1. (3) Given the product [Cl:1][C:2]1[CH:10]=[C:9]([C:11]([F:12])([F:13])[F:14])[C:5]([C:6]([O:8][C:15]([CH3:18])([CH3:17])[CH3:16])=[O:7])=[CH:4][N:3]=1, predict the reactants needed to synthesize it. The reactants are: [Cl:1][C:2]1[CH:10]=[C:9]([C:11]([F:14])([F:13])[F:12])[C:5]([C:6]([OH:8])=[O:7])=[CH:4][N:3]=1.[C:15](OC(O[C:15]([CH3:18])([CH3:17])[CH3:16])N(C)C)([CH3:18])([CH3:17])[CH3:16]. (4) Given the product [OH:1][C:2]1[C:14]2[C:13]3[C:8](=[CH:9][C:10]([CH2:15][OH:16])=[CH:11][CH:12]=3)[C:7](=[O:17])[C:6]=2[CH:5]=[CH:4][CH:3]=1, predict the reactants needed to synthesize it. The reactants are: [OH:1][C:2]1[C:14]2[C:13]3[C:8](=[CH:9][C:10]([CH:15]=[O:16])=[CH:11][CH:12]=3)[C:7](=[O:17])[C:6]=2[CH:5]=[CH:4][CH:3]=1.C(O[BH-](OC(=O)C)OC(=O)C)(=O)C.[Na+]. (5) The reactants are: Br[C:2]1[CH:3]=[C:4]([CH:6]=[CH:7][CH:8]=1)[NH2:5].[C:9]([O:13][C:14]([NH:16][CH2:17][C:18]1[CH:19]=[C:20](B(O)O)[CH:21]=[CH:22][CH:23]=1)=[O:15])([CH3:12])([CH3:11])[CH3:10].[O-]P([O-])([O-])=O.[K+].[K+].[K+]. Given the product [NH2:5][C:4]1[CH:3]=[C:2]([C:22]2[CH:21]=[CH:20][CH:19]=[C:18]([CH2:17][NH:16][C:14](=[O:15])[O:13][C:9]([CH3:11])([CH3:10])[CH3:12])[CH:23]=2)[CH:8]=[CH:7][CH:6]=1, predict the reactants needed to synthesize it. (6) Given the product [Cl:1][C:2]1[CH:10]=[C:9]2[C:5]([C:6]([C:16]([OH:21])=[O:24])=[CH:7][N:8]2[CH2:11][C:12](=[O:13])[NH:14][CH3:15])=[CH:4][CH:3]=1, predict the reactants needed to synthesize it. The reactants are: [Cl:1][C:2]1[CH:10]=[C:9]2[C:5]([C:6]([C:16](=[O:21])C(F)(F)F)=[CH:7][N:8]2[CH2:11][C:12]([NH:14][CH3:15])=[O:13])=[CH:4][CH:3]=1.C[Si](C)(C)[O-:24].[Na+].